From a dataset of Forward reaction prediction with 1.9M reactions from USPTO patents (1976-2016). Predict the product of the given reaction. (1) Given the reactants C(OC(=O)[NH:7][CH:8]([C:10]1[CH:14]=[C:13]([CH3:15])[S:12][N:11]=1)[CH3:9])(C)(C)C.Cl.O1CCOCC1.[Cl:24][C:25]1[CH:30]=[CH:29][C:28]([S:31](Cl)(=[O:33])=[O:32])=[CH:27][CH:26]=1, predict the reaction product. The product is: [Cl:24][C:25]1[CH:30]=[CH:29][C:28]([S:31]([NH:7][CH:8]([C:10]2[CH:14]=[C:13]([CH3:15])[S:12][N:11]=2)[CH3:9])(=[O:33])=[O:32])=[CH:27][CH:26]=1. (2) Given the reactants [CH2:1]([O:3][C:4]1[CH:5]=[C:6]([C:10]2[CH:15]=[CH:14][CH:13]=[C:12]([S:16]([NH:19][C:20]3[CH:28]=[CH:27][C:23]([C:24]([OH:26])=[O:25])=[C:22]([OH:29])[CH:21]=3)(=[O:18])=[O:17])[CH:11]=2)[CH:7]=[CH:8][CH:9]=1)[CH3:2].[C:30](N1C=CN=C1)(N1C=CN=C1)=O.CO.N1C=CC=CC=1, predict the reaction product. The product is: [CH2:1]([O:3][C:4]1[CH:5]=[C:6]([C:10]2[CH:15]=[CH:14][CH:13]=[C:12]([S:16]([NH:19][C:20]3[CH:28]=[CH:27][C:23]([C:24]([O:26][CH3:30])=[O:25])=[C:22]([OH:29])[CH:21]=3)(=[O:17])=[O:18])[CH:11]=2)[CH:7]=[CH:8][CH:9]=1)[CH3:2]. (3) Given the reactants [BH4-].[Na+].[OH:3][C:4]1[CH:5]=[C:6]([CH:9]=[CH:10][CH:11]=1)[CH:7]=[O:8].O.Cl, predict the reaction product. The product is: [OH:3][C:4]1[CH:5]=[C:6]([CH:9]=[CH:10][CH:11]=1)[CH2:7][OH:8]. (4) Given the reactants [NH2:1][C:2]1[CH:7]=[CH:6][C:5]([N:8]2[C:14](=[O:15])[CH2:13][C:12](=[O:16])[NH:11][C:10]3[C:17]4[C:22]([CH:23]=[CH:24][C:9]2=3)=[CH:21][CH:20]=[CH:19][CH:18]=4)=[CH:4][CH:3]=1.[F:25][C:26]1[CH:34]=[CH:33][C:29]([C:30](Cl)=[O:31])=[C:28]([O:35][CH3:36])[CH:27]=1.IC1C=CC=CC=1C(NCCN1C(=O)CC(=O)NC2C3C(C=CC1=2)=CC=CC=3)=O, predict the reaction product. The product is: [F:25][C:26]1[CH:34]=[CH:33][C:29]([C:30]([NH:1][C:2]2[CH:7]=[CH:6][C:5]([N:8]3[C:14](=[O:15])[CH2:13][C:12](=[O:16])[NH:11][C:10]4[C:17]5[C:22]([CH:23]=[CH:24][C:9]3=4)=[CH:21][CH:20]=[CH:19][CH:18]=5)=[CH:4][CH:3]=2)=[O:31])=[C:28]([O:35][CH3:36])[CH:27]=1. (5) Given the reactants C(=O)([O-])[O-].[K+].[K+].Cl[CH2:8][C:9]([NH:11][C:12]1[CH:17]=[CH:16][CH:15]=[C:14]([N+:18]([O-:20])=[O:19])[C:13]=1[OH:21])=[O:10], predict the reaction product. The product is: [N+:18]([C:14]1[C:13]2[O:21][CH2:8][C:9](=[O:10])[NH:11][C:12]=2[CH:17]=[CH:16][CH:15]=1)([O-:20])=[O:19]. (6) Given the reactants C(OC([N:8]1[CH2:13][C@@H:12]([CH3:14])[N:11]([C:15]([O:17][CH2:18][C:19]2[C:24]([F:25])=[CH:23][CH:22]=[C:21](Br)[C:20]=2[F:27])=[O:16])[C@@H:10]([CH3:28])[CH2:9]1)=O)(C)(C)C.[CH3:29][O:30][C:31]1[CH:36]=[CH:35][CH:34]=[CH:33][C:32]=1B(O)O.C([O-])([O-])=O.[Na+].[Na+], predict the reaction product. The product is: [F:27][C:20]1[C:19]([CH2:18][O:17][C:15]([N:11]2[C@H:12]([CH3:14])[CH2:13][NH:8][CH2:9][C@@H:10]2[CH3:28])=[O:16])=[C:24]([F:25])[CH:23]=[CH:22][C:21]=1[C:32]1[CH:33]=[CH:34][CH:35]=[CH:36][C:31]=1[O:30][CH3:29].